The task is: Predict the product of the given reaction.. This data is from Forward reaction prediction with 1.9M reactions from USPTO patents (1976-2016). (1) Given the reactants Cl[C:2]1[C:7]([C:8]2[CH:9]=[C:10]([N:14]3[C:18]4[CH:19]=[CH:20][C:21]([C@H:23]([OH:25])[CH3:24])=[CH:22][C:17]=4[N:16]=[CH:15]3)[CH:11]=[CH:12][CH:13]=2)=[CH:6][CH:5]=[CH:4][N:3]=1.[Na].[Cl-].[NH4+].CN(C=[O:33])C, predict the reaction product. The product is: [OH:25][CH:23]([C:21]1[CH:20]=[CH:19][C:18]2[N:14]([C:10]3[CH:9]=[C:8]([C:7]4[C:2]([OH:33])=[N:3][CH:4]=[CH:5][CH:6]=4)[CH:13]=[CH:12][CH:11]=3)[CH:15]=[N:16][C:17]=2[CH:22]=1)[CH3:24]. (2) The product is: [NH2:36][C:33]1[N:34]=[CH:35][C:30]([C:2]2[N:10]=[C:9]3[C:5]([N:6]=[C:7]([C:12]([OH:15])([CH3:14])[CH3:13])[N:8]3[CH3:11])=[C:4]([N:16]3[CH2:21][CH2:20][O:19][CH2:18][CH2:17]3)[N:3]=2)=[CH:31][CH:32]=1. Given the reactants Cl[C:2]1[N:10]=[C:9]2[C:5]([N:6]=[C:7]([C:12]([OH:15])([CH3:14])[CH3:13])[N:8]2[CH3:11])=[C:4]([N:16]2[CH2:21][CH2:20][O:19][CH2:18][CH2:17]2)[N:3]=1.CC1(C)C(C)(C)OB([C:30]2[CH:31]=[CH:32][C:33]([NH2:36])=[N:34][CH:35]=2)O1, predict the reaction product. (3) Given the reactants NC1(C2C=CC(C3OC4C=CC(C(N)=O)=CC=4C=3C3C=CC=CC=3)=CC=2)CCC1.C(OC([NH:37][C:38]1([C:49]2[CH:54]=[CH:53][C:52]([C:55]3[O:56][C:57]4[C:69]([C:70]#[N:71])=[CH:68][CH:67]=[CH:66][C:58]=4[C:59]=3[C:60]3[CH:65]=[CH:64][CH:63]=[CH:62][CH:61]=3)=[CH:51][CH:50]=2)[CH2:41][N:40](C(OC(C)(C)C)=O)[CH2:39]1)=O)(C)(C)C, predict the reaction product. The product is: [NH2:37][C:38]1([C:49]2[CH:50]=[CH:51][C:52]([C:55]3[O:56][C:57]4[C:69]([C:70]#[N:71])=[CH:68][CH:67]=[CH:66][C:58]=4[C:59]=3[C:60]3[CH:65]=[CH:64][CH:63]=[CH:62][CH:61]=3)=[CH:53][CH:54]=2)[CH2:41][NH:40][CH2:39]1. (4) Given the reactants [CH3:1][C:2]1[CH:3]=[C:4]2[C:8](=[C:9]([CH3:11])[CH:10]=1)[N:7]([CH2:12][C:13]1[CH:18]=[CH:17][C:16]([C:19]([O:21][CH3:22])=[O:20])=[CH:15][CH:14]=1)[C:6]([C:23]([OH:25])=O)=[CH:5]2.S(Cl)(Cl)=O.[S-:30][C:31]#[N:32].[K+].[OH-].[NH4+:35], predict the reaction product. The product is: [NH2:32][C:31](=[S:30])[NH:35][C:23]([C:6]1[N:7]([CH2:12][C:13]2[CH:18]=[CH:17][C:16]([C:19]([O:21][CH3:22])=[O:20])=[CH:15][CH:14]=2)[C:8]2[C:4]([CH:5]=1)=[CH:3][C:2]([CH3:1])=[CH:10][C:9]=2[CH3:11])=[O:25]. (5) Given the reactants [Br:1][C:2]1[CH:3]=[CH:4][CH:5]=[C:6]2[C:11]=1[N:10]=[C:9]([NH:12][C:13]([CH3:16])([CH3:15])[CH3:14])[C:8]([CH3:17])=[N:7]2.[Se](=O)=[O:19].O, predict the reaction product. The product is: [Br:1][C:2]1[CH:3]=[CH:4][CH:5]=[C:6]2[C:11]=1[N:10]=[C:9]([NH:12][C:13]([CH3:14])([CH3:16])[CH3:15])[C:8]([CH:17]=[O:19])=[N:7]2. (6) Given the reactants [CH:1]([CH:4]([CH:8]([CH3:10])[CH3:9])[C:5]([NH2:7])=[O:6])([CH3:3])C.[CH3:11]OC(C)(C)C, predict the reaction product. The product is: [CH2:1]([C@@H:4]([CH:8]([CH3:9])[CH3:10])[C:5]([NH2:7])=[O:6])[CH2:3][CH3:11]. (7) The product is: [CH2:10]([O:12][C:13](=[O:17])[CH:14]=[C:15]([O:9][C:3]1[CH:4]=[C:5]([CH3:8])[CH:6]=[CH:7][C:2]=1[F:1])[CH3:16])[CH3:11]. Given the reactants [F:1][C:2]1[CH:7]=[CH:6][C:5]([CH3:8])=[CH:4][C:3]=1[OH:9].[CH2:10]([O:12][C:13](=[O:17])[C:14]#[C:15][CH3:16])[CH3:11].N12CCCN=C1CCCCC2, predict the reaction product. (8) Given the reactants Cl[C:2]1[CH:7]=[CH:6][C:5]([C:8]([N:10]2[CH2:15][CH2:14][N:13]([C:16]3[C:21]([CH3:22])=[CH:20][C:19]([CH3:23])=[CH:18][N:17]=3)[CH2:12][CH2:11]2)=[O:9])=[C:4]([N:24]2[CH2:29][CH2:28][CH2:27][CH2:26][S:25]2(=[O:31])=[O:30])[CH:3]=1.[O:32]1[CH2:36][CH2:35][NH:34][C:33]1=[O:37], predict the reaction product. The product is: [CH3:22][C:21]1[C:16]([N:13]2[CH2:14][CH2:15][N:10]([C:8]([C:5]3[CH:6]=[CH:7][C:2]([N:34]4[CH2:35][CH2:36][O:32][C:33]4=[O:37])=[CH:3][C:4]=3[N:24]3[CH2:29][CH2:28][CH2:27][CH2:26][S:25]3(=[O:31])=[O:30])=[O:9])[CH2:11][CH2:12]2)=[N:17][CH:18]=[C:19]([CH3:23])[CH:20]=1.